Dataset: Reaction yield outcomes from USPTO patents with 853,638 reactions. Task: Predict the reaction yield, written as a fraction of the theoretical maximum amount of product (1.0 means a 100% yield; for example, 0.34 means a 34% yield). (1) The reactants are [O:1]=[C:2]1[NH:6][C:5](=[O:7])[C:4](=[CH:8][C:9]2[C:18]3[C:13](=[CH:14][CH:15]=[CH:16][CH:17]=3)[C:12]([O:19][CH2:20][CH2:21][CH2:22][C:23](O)=[O:24])=[CH:11][CH:10]=2)[S:3]1.ON1C2C=CC=CC=2N=N1.Cl.C(N=C=NCCCN(C)C)C.[C:48]([O:52][C:53](=[O:59])[NH:54][CH2:55][CH2:56][CH2:57][NH2:58])([CH3:51])([CH3:50])[CH3:49]. The catalyst is CN(C=O)C. The product is [C:48]([O:52][C:53](=[O:59])[NH:54][CH2:55][CH2:56][CH2:57][NH:58][C:23](=[O:24])[CH2:22][CH2:21][CH2:20][O:19][C:12]1[C:13]2[C:18](=[CH:17][CH:16]=[CH:15][CH:14]=2)[C:9]([CH:8]=[C:4]2[S:3][C:2](=[O:1])[NH:6][C:5]2=[O:7])=[CH:10][CH:11]=1)([CH3:51])([CH3:49])[CH3:50]. The yield is 0.590. (2) The reactants are [C:1]([O:5][C:6]([N:8]([CH2:19][C:20]1[CH:25]=[CH:24][CH:23]=[CH:22][CH:21]=1)[C@H:9]([CH2:17][OH:18])[CH2:10][C:11]1[CH:16]=[CH:15][CH:14]=[CH:13][CH:12]=1)=[O:7])([CH3:4])([CH3:3])[CH3:2].CC1(C)N([O])C(C)(C)CCC1.[Br-].[Na+].C(=O)(O)[O-].[Na+]. The catalyst is C1(C)C=CC=CC=1.O.C(OCC)(=O)C. The product is [C:1]([O:5][C:6]([N:8]([CH2:19][C:20]1[CH:21]=[CH:22][CH:23]=[CH:24][CH:25]=1)[C@H:9]([CH:17]=[O:18])[CH2:10][C:11]1[CH:12]=[CH:13][CH:14]=[CH:15][CH:16]=1)=[O:7])([CH3:4])([CH3:2])[CH3:3]. The yield is 1.00. (3) The product is [Br:38][C:37]1[C:28]([C:26]([OH:25])=[O:27])=[N:29][C:30]2[C:35]([C:36]=1[OH:39])=[CH:34][CH:33]=[CH:32][C:31]=2[NH2:6]. The yield is 0.510. The reactants are COC(C1C=C(O)C2C(=C(OCC3C=CC=CC=3)C=CC=2)[N:6]=1)=O.C[O:25][C:26]([C:28]1[C:37]([Br:38])=[C:36]([OH:39])[C:35]2[C:30](=[CH:31][CH:32]=[CH:33][CH:34]=2)[N:29]=1)=[O:27]. No catalyst specified. (4) The reactants are [CH3:1][O:2][C:3]1[C:4]([N+:16]([O-:18])=[O:17])=[C:5]([CH:9]=[C:10]([O:14][CH3:15])[C:11]=1[O:12][CH3:13])[CH2:6]CO.P(Br)(Br)[Br:20]. The catalyst is C(Cl)Cl. The product is [N+:16]([C:4]1[C:3]([O:2][CH3:1])=[C:11]([O:12][CH3:13])[C:10]([O:14][CH3:15])=[CH:9][C:5]=1[CH2:6][Br:20])([O-:18])=[O:17]. The yield is 0.680. (5) The reactants are Br[C:2]1[S:3][C:4]([NH:16]C(=O)OC(C)(C)C)=[C:5]([C:7](=[O:15])[NH:8][C:9]2[CH:10]=[N:11][N:12]([CH3:14])[CH:13]=2)[N:6]=1.[O:24]1[CH2:29][CH2:28][N:27]([C:30]2[CH:31]=[C:32](B(O)O)[CH:33]=[CH:34][CH:35]=2)[CH2:26][CH2:25]1. No catalyst specified. The product is [NH2:16][C:4]1[S:3][C:2]([C:34]2[CH:33]=[CH:32][CH:31]=[C:30]([N:27]3[CH2:26][CH2:25][O:24][CH2:29][CH2:28]3)[CH:35]=2)=[N:6][C:5]=1[C:7]([NH:8][C:9]1[CH:10]=[N:11][N:12]([CH3:14])[CH:13]=1)=[O:15]. The yield is 0.590. (6) The reactants are [Cl:1][C:2]1[S:3][C:4]([C:7]([OH:9])=O)=[CH:5][N:6]=1.[NH:10]1[CH2:15][CH2:14][O:13][CH2:12][CH2:11]1.CN(C(ON1N=NC2C=CC=NC1=2)=[N+](C)C)C.F[P-](F)(F)(F)(F)F.CCN(C(C)C)C(C)C. The catalyst is CN(C=O)C. The product is [Cl:1][C:2]1[S:3][C:4]([C:7]([N:10]2[CH2:15][CH2:14][O:13][CH2:12][CH2:11]2)=[O:9])=[CH:5][N:6]=1. The yield is 0.840. (7) The reactants are [F:1][C:2]1[CH:3]=[C:4]2[C:8](=[CH:9][CH:10]=1)[C:7](=[O:11])[N:6](CC1C=CC(OC)=CC=1)[C:5]2([CH3:22])[CH3:21].O=[N+]([O-])[O-].[O-][N+](=O)[O-].[O-][N+](=O)[O-].[O-][N+](=O)[O-].[O-][N+](=O)[O-].[O-][N+](=O)[O-].[Ce+4].[NH4+].[NH4+]. The catalyst is CC#N.O.CCOC(C)=O. The product is [F:1][C:2]1[CH:3]=[C:4]2[C:8](=[CH:9][CH:10]=1)[C:7](=[O:11])[NH:6][C:5]2([CH3:22])[CH3:21]. The yield is 0.450. (8) The reactants are [CH2:1]([Mg]Br)[CH:2]=C.[Br:6][C:7]1[CH:14]=[CH:13][CH:12]=[CH:11][C:8]=1[CH:9]=[O:10]. The catalyst is C1COCC1. The product is [Br:6][C:7]1[CH:14]=[CH:13][CH:12]=[CH:11][C:8]=1[CH:9]([OH:10])[CH:1]=[CH2:2]. The yield is 0.910.